From a dataset of Reaction yield outcomes from USPTO patents with 853,638 reactions. Predict the reaction yield, written as a fraction of the theoretical maximum amount of product (1.0 means a 100% yield; for example, 0.34 means a 34% yield). The reactants are [C:1]([O:5][P:6]([O:13][CH2:14][CH2:15][N:16]1[CH2:21][CH2:20][N:19](C(OCC2C=CC=CC=2)=O)[CH2:18][CH2:17]1)([O:8][C:9]([CH3:12])([CH3:11])[CH3:10])=[O:7])([CH3:4])([CH3:3])[CH3:2]. The catalyst is CO.[Pd]. The product is [P:6]([O:13][CH2:14][CH2:15][N:16]1[CH2:17][CH2:18][NH:19][CH2:20][CH2:21]1)([O:5][C:1]([CH3:4])([CH3:3])[CH3:2])([O:8][C:9]([CH3:10])([CH3:11])[CH3:12])=[O:7]. The yield is 0.990.